Predict the product of the given reaction. From a dataset of Forward reaction prediction with 1.9M reactions from USPTO patents (1976-2016). Given the reactants [C:1]([O:5][C:6](=[O:29])[C:7]([O:10]/[N:11]=[C:12](/[C:16]1[N:17]=[C:18]([NH:21][C:22]([O:24][C:25]([CH3:28])([CH3:27])[CH3:26])=[O:23])[S:19][CH:20]=1)\[C:13]([OH:15])=O)([CH3:9])[CH3:8])([CH3:4])([CH3:3])[CH3:2].CCN(C(C)C)C(C)C.CN(C(ON1N=NC2C=CC=NC1=2)=[N+](C)C)C.F[P-](F)(F)(F)(F)F.[N:63]1([CH2:68][C@H:69]2[NH:72][C:71](=[O:73])[C@H:70]2[NH2:74])[CH:67]=[N:66][CH:65]=[N:64]1, predict the reaction product. The product is: [N:63]1([CH2:68][C@@H:69]2[C@H:70]([NH:74][C:13](=[O:15])/[C:12](=[N:11]\[O:10][C:7]([CH3:8])([CH3:9])[C:6]([O:5][C:1]([CH3:3])([CH3:4])[CH3:2])=[O:29])/[C:16]3[N:17]=[C:18]([NH:21][C:22]([O:24][C:25]([CH3:28])([CH3:27])[CH3:26])=[O:23])[S:19][CH:20]=3)[C:71](=[O:73])[NH:72]2)[CH:67]=[N:66][CH:65]=[N:64]1.